This data is from Catalyst prediction with 721,799 reactions and 888 catalyst types from USPTO. The task is: Predict which catalyst facilitates the given reaction. (1) Reactant: CS(O[CH2:6][C@H:7]([N:29]1[C:37]([C:38]2[CH:43]=[CH:42][CH:41]=[CH:40][CH:39]=2)=[C:36]2[C:31]([N:32]([CH3:47])[C:33](=[O:46])[N:34]([CH3:45])[C:35]2=[O:44])=[CH:30]1)[CH2:8][S:9][C:10]([C:23]1[CH:28]=[CH:27][CH:26]=[CH:25][CH:24]=1)([C:17]1[CH:22]=[CH:21][CH:20]=[CH:19][CH:18]=1)[C:11]1[CH:16]=[CH:15][CH:14]=[CH:13][CH:12]=1)(=O)=O.[CH3:48][NH:49][CH3:50]. Product: [CH3:48][N:49]([CH2:6][C@H:7]([N:29]1[C:37]([C:38]2[CH:39]=[CH:40][CH:41]=[CH:42][CH:43]=2)=[C:36]2[C:31]([N:32]([CH3:47])[C:33](=[O:46])[N:34]([CH3:45])[C:35]2=[O:44])=[CH:30]1)[CH2:8][S:9][C:10]([C:17]1[CH:18]=[CH:19][CH:20]=[CH:21][CH:22]=1)([C:23]1[CH:24]=[CH:25][CH:26]=[CH:27][CH:28]=1)[C:11]1[CH:16]=[CH:15][CH:14]=[CH:13][CH:12]=1)[CH3:50]. The catalyst class is: 31. (2) The catalyst class is: 36. Product: [CH3:4][C:2]([C:5]1[C:10]([C:11]2[CH:16]=[C:15]([O:17][CH3:18])[CH:14]=[CH:13][C:12]=2[F:19])=[CH:9][C:8]([CH2:20][O:21][C:22]2[CH:23]=[CH:24][C:25]([C@H:28]([CH:33]=[CH2:34])[CH2:29][C:30]([OH:32])=[O:31])=[CH:26][CH:27]=2)=[CH:7][CH:6]=1)([CH3:1])[CH3:3]. Reactant: [CH3:1][C:2]([C:5]1[C:10]([C:11]2[CH:16]=[C:15]([O:17][CH3:18])[CH:14]=[CH:13][C:12]=2[F:19])=[CH:9][C:8]([CH2:20][O:21][C:22]2[CH:27]=[CH:26][C:25]([C@H:28](/[CH:33]=[CH:34]/C)[CH2:29][C:30]([OH:32])=[O:31])=[CH:24][CH:23]=2)=[CH:7][CH:6]=1)([CH3:4])[CH3:3].[Li+].[OH-]. (3) Reactant: [O:1]1[CH:5]=[CH:4][CH:3]=[C:2]1[CH:6]=O.S([O-])([O-])(=O)=O.[Mg+2].C(N(CC)CC)C.Cl.[NH2:22][CH2:23][CH2:24][C:25]([O:27][CH2:28][CH3:29])=[O:26]. Product: [O:1]1[CH:5]=[CH:4][CH:3]=[C:2]1[CH:6]=[N:22][CH2:23][CH2:24][C:25]([O:27][CH2:28][CH3:29])=[O:26]. The catalyst class is: 34. (4) Reactant: Br[C:2]1[CH:3]=[C:4]2[C:9](=[N:10][CH:11]=1)[NH:8][CH2:7][CH2:6][CH:5]2[O:12][C:13]1[CH:18]=[CH:17][CH:16]=[C:15]([Cl:19])[CH:14]=1.[CH3:20][N:21]1[CH2:26][CH2:25][N:24]([C:27]2[CH:32]=[CH:31][C:30](B3OC(C)(C)C(C)(C)O3)=[CH:29][N:28]=2)[CH2:23][CH2:22]1. Product: [Cl:19][C:15]1[CH:14]=[C:13]([CH:18]=[CH:17][CH:16]=1)[O:12][CH:5]1[C:4]2[C:9](=[N:10][CH:11]=[C:2]([C:30]3[CH:29]=[N:28][C:27]([N:24]4[CH2:23][CH2:22][N:21]([CH3:20])[CH2:26][CH2:25]4)=[CH:32][CH:31]=3)[CH:3]=2)[NH:8][CH2:7][CH2:6]1. The catalyst class is: 100. (5) Reactant: [F-].C([N+](CCCC)(CCCC)CCCC)CCC.[Si]([O:26][CH2:27][C:28]1[CH:33]=[CH:32][C:31]([C:34](=[O:39])[CH2:35][CH:36]([CH3:38])[CH3:37])=[CH:30][N:29]=1)(C(C)(C)C)(C)C. Product: [OH:26][CH2:27][C:28]1[CH:33]=[CH:32][C:31]([C:34](=[O:39])[CH2:35][CH:36]([CH3:37])[CH3:38])=[CH:30][N:29]=1. The catalyst class is: 1. (6) Reactant: [C:1]([O:5][C:6]([CH3:9])([CH3:8])[CH3:7])(=[O:4])[NH:2][NH2:3].CO[CH:12]1[CH2:16][CH2:15][CH:14](OC)O1.C(O)(=O)C. Product: [C:6]([O:5][C:1](=[O:4])[NH:2][N:3]1[CH:12]=[CH:16][CH:15]=[CH:14]1)([CH3:9])([CH3:8])[CH3:7]. The catalyst class is: 12.